From a dataset of NCI-60 drug combinations with 297,098 pairs across 59 cell lines. Regression. Given two drug SMILES strings and cell line genomic features, predict the synergy score measuring deviation from expected non-interaction effect. (1) Drug 1: CCN(CC)CCNC(=O)C1=C(NC(=C1C)C=C2C3=C(C=CC(=C3)F)NC2=O)C. Drug 2: CC1C(C(CC(O1)OC2CC(CC3=C2C(=C4C(=C3O)C(=O)C5=CC=CC=C5C4=O)O)(C(=O)C)O)N)O. Cell line: SW-620. Synergy scores: CSS=40.9, Synergy_ZIP=-2.37, Synergy_Bliss=-1.74, Synergy_Loewe=-6.84, Synergy_HSA=1.10. (2) Drug 1: CC1=C2C(C(=O)C3(C(CC4C(C3C(C(C2(C)C)(CC1OC(=O)C(C(C5=CC=CC=C5)NC(=O)C6=CC=CC=C6)O)O)OC(=O)C7=CC=CC=C7)(CO4)OC(=O)C)O)C)OC(=O)C. Drug 2: C1=NC(=NC(=O)N1C2C(C(C(O2)CO)O)O)N. Cell line: RPMI-8226. Synergy scores: CSS=72.4, Synergy_ZIP=0.431, Synergy_Bliss=-1.19, Synergy_Loewe=-5.23, Synergy_HSA=-3.74. (3) Drug 1: CN1CCC(CC1)COC2=C(C=C3C(=C2)N=CN=C3NC4=C(C=C(C=C4)Br)F)OC. Drug 2: C1CC(C1)(C(=O)O)C(=O)O.[NH2-].[NH2-].[Pt+2]. Cell line: OVCAR3. Synergy scores: CSS=46.7, Synergy_ZIP=-4.00, Synergy_Bliss=1.42, Synergy_Loewe=-3.76, Synergy_HSA=1.99. (4) Drug 1: C1CCN(CC1)CCOC2=CC=C(C=C2)C(=O)C3=C(SC4=C3C=CC(=C4)O)C5=CC=C(C=C5)O. Drug 2: CS(=O)(=O)OCCCCOS(=O)(=O)C. Cell line: NCI/ADR-RES. Synergy scores: CSS=0.753, Synergy_ZIP=0.769, Synergy_Bliss=0.663, Synergy_Loewe=-0.290, Synergy_HSA=-2.53. (5) Drug 1: CC1CCC2CC(C(=CC=CC=CC(CC(C(=O)C(C(C(=CC(C(=O)CC(OC(=O)C3CCCCN3C(=O)C(=O)C1(O2)O)C(C)CC4CCC(C(C4)OC)O)C)C)O)OC)C)C)C)OC. Drug 2: CC1CCC2CC(C(=CC=CC=CC(CC(C(=O)C(C(C(=CC(C(=O)CC(OC(=O)C3CCCCN3C(=O)C(=O)C1(O2)O)C(C)CC4CCC(C(C4)OC)OCCO)C)C)O)OC)C)C)C)OC. Cell line: CCRF-CEM. Synergy scores: CSS=-4.32, Synergy_ZIP=-3.46, Synergy_Bliss=-11.4, Synergy_Loewe=-24.1, Synergy_HSA=-19.2. (6) Drug 1: C1=NC2=C(N1)C(=S)N=C(N2)N. Drug 2: C(CN)CNCCSP(=O)(O)O. Cell line: HL-60(TB). Synergy scores: CSS=44.3, Synergy_ZIP=-1.90, Synergy_Bliss=-2.60, Synergy_Loewe=-11.9, Synergy_HSA=-1.20. (7) Drug 1: C1CCC(CC1)NC(=O)N(CCCl)N=O. Drug 2: CCCCCOC(=O)NC1=NC(=O)N(C=C1F)C2C(C(C(O2)C)O)O. Cell line: SK-MEL-28. Synergy scores: CSS=18.5, Synergy_ZIP=-1.68, Synergy_Bliss=2.67, Synergy_Loewe=-5.58, Synergy_HSA=0.978. (8) Drug 1: C1CCC(CC1)NC(=O)N(CCCl)N=O. Drug 2: C1=CN(C=N1)CC(O)(P(=O)(O)O)P(=O)(O)O. Cell line: U251. Synergy scores: CSS=1.35, Synergy_ZIP=-8.66, Synergy_Bliss=-17.4, Synergy_Loewe=-17.7, Synergy_HSA=-16.8. (9) Drug 1: CC12CCC(CC1=CCC3C2CCC4(C3CC=C4C5=CN=CC=C5)C)O. Drug 2: CCN(CC)CCCC(C)NC1=C2C=C(C=CC2=NC3=C1C=CC(=C3)Cl)OC. Cell line: MALME-3M. Synergy scores: CSS=22.5, Synergy_ZIP=11.8, Synergy_Bliss=13.7, Synergy_Loewe=12.4, Synergy_HSA=13.2.